From a dataset of Full USPTO retrosynthesis dataset with 1.9M reactions from patents (1976-2016). Predict the reactants needed to synthesize the given product. (1) Given the product [CH2:1]([O:3][C:4](=[O:32])[C:5]([O:8][C:9]1[CH:14]=[CH:13][C:12]([OH:15])=[CH:11][C:10]=1[CH2:23][NH:24][C:25]([O:27][C:28]([CH3:31])([CH3:30])[CH3:29])=[O:26])([CH3:7])[CH3:6])[CH3:2], predict the reactants needed to synthesize it. The reactants are: [CH2:1]([O:3][C:4](=[O:32])[C:5]([O:8][C:9]1[CH:14]=[CH:13][C:12]([O:15]CC2C=CC=CC=2)=[CH:11][C:10]=1[CH2:23][NH:24][C:25]([O:27][C:28]([CH3:31])([CH3:30])[CH3:29])=[O:26])([CH3:7])[CH3:6])[CH3:2]. (2) Given the product [Cl:1][C:2]1[CH:3]=[C:4]([C:10]([N:12]2[C:17]3[CH:18]=[CH:19][C:20]([OH:22])=[CH:21][C:16]=3[O:15][CH2:14][CH2:13]2)=[O:11])[CH:5]=[C:6]([Cl:9])[C:7]=1[OH:8], predict the reactants needed to synthesize it. The reactants are: [Cl:1][C:2]1[CH:3]=[C:4]([C:10]([N:12]2[C:17]3[CH:18]=[CH:19][C:20]([O:22]C)=[CH:21][C:16]=3[O:15][CH2:14][CH2:13]2)=[O:11])[CH:5]=[C:6]([Cl:9])[C:7]=1[OH:8].B(Br)(Br)Br.O. (3) Given the product [NH2:8][C:9]1[N:10]([CH3:31])[C:11](=[O:30])[C:12]2([C:21]3[C:16](=[CH:17][CH:18]=[C:19]([C:38]4[CH:39]=[C:34]([CH:35]=[CH:36][CH:37]=4)[C:32]#[N:33])[CH:20]=3)[O:44][CH:14]([CH:23]3[C:28]4[C:27](=[CH:50][CH:51]=[CH:2][CH:4]=4)[CH2:26][CH2:25][CH2:24]3)[CH2:13]2)[N:29]=1.[C:2]([OH:3])([C:4]([F:7])([F:6])[F:5])=[O:1], predict the reactants needed to synthesize it. The reactants are: [OH:1][C:2]([C:4]([F:7])([F:6])[F:5])=[O:3].[NH2:8][C:9]1[N:10]([CH3:31])[C:11](=[O:30])[C:12]2([N:29]=1)[C:21]1[C:16](=[CH:17][CH:18]=[C:19](Br)[CH:20]=1)S[CH:14]([C:23]1[CH:28]=[CH:27][CH:26]=[CH:25][CH:24]=1)[CH2:13]2.[C:32]([C:34]1[CH:35]=[C:36](B(O)O)[CH:37]=[CH:38][CH:39]=1)#[N:33].C([O-])([O-])=[O:44].[Cs+].[Cs+].O1CCO[CH2:51][CH2:50]1. (4) Given the product [CH2:8]([O:15][C:16]([N:18]1[CH2:24][C:23](=[O:25])[C@@H:22]([NH:26][C:27](=[O:45])[C@@H:28]([NH:33][C:34]([C:36]2[O:37][C:38]3[CH:44]=[CH:43][CH:42]=[CH:41][C:39]=3[CH:40]=2)=[O:35])[CH2:29][CH:30]([CH3:32])[CH3:31])[CH2:21][CH2:20][N:19]1[CH3:46])=[O:17])[C:9]1[CH:10]=[CH:11][CH:12]=[CH:13][CH:14]=1, predict the reactants needed to synthesize it. The reactants are: C(N(CC)CC)C.[CH2:8]([O:15][C:16]([N:18]1[CH2:24][CH:23]([OH:25])[CH:22]([NH:26][C:27](=[O:45])[C@@H:28]([NH:33][C:34]([C:36]2[O:37][C:38]3[CH:44]=[CH:43][CH:42]=[CH:41][C:39]=3[CH:40]=2)=[O:35])[CH2:29][CH:30]([CH3:32])[CH3:31])[CH2:21][CH2:20][N:19]1[CH3:46])=[O:17])[C:9]1[CH:14]=[CH:13][CH:12]=[CH:11][CH:10]=1. (5) Given the product [CH:23]1([C:9]2[N:8]([CH2:7][C:5]3[O:6][C:2]([C:32]4[CH:31]=[CH:30][CH:29]=[C:28]([C:27]([F:38])([F:37])[F:26])[CH:33]=4)=[CH:3][CH:4]=3)[C:16]3[C:11]([CH:10]=2)=[C:12]([C:19]([F:22])([F:21])[F:20])[C:13]([C:17]#[N:18])=[CH:14][CH:15]=3)[CH2:25][CH2:24]1, predict the reactants needed to synthesize it. The reactants are: Br[C:2]1[O:6][C:5]([CH2:7][N:8]2[C:16]3[C:11](=[C:12]([C:19]([F:22])([F:21])[F:20])[C:13]([C:17]#[N:18])=[CH:14][CH:15]=3)[CH:10]=[C:9]2[CH:23]2[CH2:25][CH2:24]2)=[CH:4][CH:3]=1.[F:26][C:27]([F:38])([F:37])[C:28]1[CH:29]=[C:30](B(O)O)[CH:31]=[CH:32][CH:33]=1.[F-].[K+]. (6) Given the product [CH3:22][N:23]1[CH:27]=[CH:26][C:25]([NH:28][C:9]2[N:10]=[CH:11][C:2]([C:15]3[CH:14]=[N:13][CH:18]=[CH:17][CH:16]=3)=[C:3]3[C:8]=2[N:7]=[CH:6][CH:5]=[CH:4]3)=[N:24]1, predict the reactants needed to synthesize it. The reactants are: Br[C:2]1[CH:11]=[N:10][C:9](Cl)=[C:8]2[C:3]=1[CH:4]=[CH:5][CH:6]=[N:7]2.[N:13]1[CH:18]=[C:17](B(O)O)[CH:16]=[CH:15][CH:14]=1.[CH3:22][N:23]1[CH:27]=[CH:26][C:25]([NH2:28])=[N:24]1. (7) Given the product [Cl:26][C:23]1[CH:24]=[CH:25][C:20]([C:18]([NH:17][CH:13]([CH2:12][C:7]2[C:5]3[C:4](=[CH:3][CH:2]=[CH:1][CH:6]=3)[NH:11][C:9](=[O:10])[CH:8]=2)[C:14]([O:16][CH2:28][CH2:29][N:30]2[CH:34]=[CH:33][CH:32]=[CH:31]2)=[O:15])=[O:19])=[CH:21][CH:22]=1, predict the reactants needed to synthesize it. The reactants are: [CH:1]1[CH:2]=[CH:3][C:4]2[NH:11][C:9](=[O:10])[CH:8]=[C:7]([CH2:12][CH:13]([NH:17][C:18]([C:20]3[CH:21]=[CH:22][C:23]([Cl:26])=[CH:24][CH:25]=3)=[O:19])[C:14]([OH:16])=[O:15])[C:5]=2[CH:6]=1.Br[CH2:28][CH2:29][N:30]1[CH:34]=[CH:33][CH:32]=[CH:31]1.